Dataset: Catalyst prediction with 721,799 reactions and 888 catalyst types from USPTO. Task: Predict which catalyst facilitates the given reaction. (1) Reactant: Cl.[CH:2]([CH:15]1[C:20](=[O:21])[CH2:19][CH2:18][NH:17][CH2:16]1)([C:9]1[CH:14]=[CH:13][CH:12]=[CH:11][CH:10]=1)[C:3]1[CH:8]=[CH:7][CH:6]=[CH:5][CH:4]=1.Br[CH2:23][C:24]1[CH:33]=[CH:32][C:27]([C:28]([O:30][CH3:31])=[O:29])=[CH:26][CH:25]=1.C(=O)([O-])[O-].[K+].[K+]. Product: [CH:2]([CH:15]1[C:20](=[O:21])[CH2:19][CH2:18][N:17]([CH2:23][C:24]2[CH:33]=[CH:32][C:27]([C:28]([O:30][CH3:31])=[O:29])=[CH:26][CH:25]=2)[CH2:16]1)([C:9]1[CH:14]=[CH:13][CH:12]=[CH:11][CH:10]=1)[C:3]1[CH:4]=[CH:5][CH:6]=[CH:7][CH:8]=1. The catalyst class is: 9. (2) Reactant: [C:1]([O:5][C:6]([N:8]1[CH2:13][CH2:12][CH:11]([OH:14])[CH2:10][CH2:9]1)=[O:7])([CH3:4])([CH3:3])[CH3:2].[H-].[Na+].F[C:18]1[CH:19]=[C:20]2[C:25](=[CH:26][CH:27]=1)[CH:24]=[N:23][CH:22]=[CH:21]2. Product: [C:1]([O:5][C:6]([N:8]1[CH2:13][CH2:12][CH:11]([O:14][C:18]2[CH:19]=[C:20]3[C:25](=[CH:26][CH:27]=2)[CH:24]=[N:23][CH:22]=[CH:21]3)[CH2:10][CH2:9]1)=[O:7])([CH3:4])([CH3:2])[CH3:3]. The catalyst class is: 44. (3) Reactant: FC(F)(F)S(O[C:7]1[C:8]2[CH2:28][N:27]([C:29](=[O:31])[CH3:30])[CH2:26][CH2:25][C:9]=2[N:10]=[C:11]([NH:13][C:14]2[CH:19]=[CH:18][C:17]([C:20]3[O:24][CH:23]=[N:22][CH:21]=3)=[CH:16][CH:15]=2)[N:12]=1)(=O)=O.[CH:34]1([NH:37][CH2:38][CH2:39][C:40]#[N:41])[CH2:36][CH2:35]1. Product: [C:29]([N:27]1[CH2:26][CH2:25][C:9]2[N:10]=[C:11]([NH:13][C:14]3[CH:19]=[CH:18][C:17]([C:20]4[O:24][CH:23]=[N:22][CH:21]=4)=[CH:16][CH:15]=3)[N:12]=[C:7]([N:37]([CH:34]3[CH2:36][CH2:35]3)[CH2:38][CH2:39][C:40]#[N:41])[C:8]=2[CH2:28]1)(=[O:31])[CH3:30]. The catalyst class is: 16. (4) Reactant: Br[CH2:2][CH2:3][CH2:4][CH2:5][CH2:6][CH2:7][CH2:8][CH2:9][CH2:10][CH2:11][C:12]([CH3:15])([OH:14])[CH3:13].[C:16]1(=[O:26])[NH:20][C:19](=[O:21])[C:18]2=[CH:22][CH:23]=[CH:24][CH:25]=[C:17]12.[K].[OH-].[K+]. Product: [OH:14][C:12]([CH3:15])([CH3:13])[CH2:11][CH2:10][CH2:9][CH2:8][CH2:7][CH2:6][CH2:5][CH2:4][CH2:3][CH2:2][N:20]1[C:19](=[O:21])[C:18]2=[CH:22][CH:23]=[CH:24][CH:25]=[C:17]2[C:16]1=[O:26]. The catalyst class is: 3. (5) Reactant: [CH3:1][O:2][CH:3]1[CH2:8][CH2:7][CH2:6][N:5]([CH2:9][C:10]#[N:11])[CH2:4]1. Product: [CH3:1][O:2][CH:3]1[CH2:8][CH2:7][CH2:6][N:5]([CH2:9][CH2:10][NH2:11])[CH2:4]1. The catalyst class is: 592. (6) Product: [C:1]([O:5][C:6]1[CH:13]=[CH:12][CH:11]=[CH:10][C:7]=1[CH:8]=[CH:17][N+:14]([O-:16])=[O:15])([CH3:4])([CH3:3])[CH3:2]. The catalyst class is: 46. Reactant: [C:1]([O:5][C:6]1[CH:13]=[CH:12][CH:11]=[CH:10][C:7]=1[CH:8]=O)([CH3:4])([CH3:3])[CH3:2].[N+:14]([CH3:17])([O-:16])=[O:15].Cl.CN.C([O-])(=O)C.[Na+].